This data is from Full USPTO retrosynthesis dataset with 1.9M reactions from patents (1976-2016). The task is: Predict the reactants needed to synthesize the given product. (1) Given the product [N:1]([CH2:4][CH:5]([OH:13])[CH:6]([O:7][CH2:8][CH2:9][CH2:16][CH2:17][CH2:18][CH2:19][CH2:20][CH2:21]/[CH:22]=[CH:23]\[CH2:24]/[CH:25]=[CH:26]\[CH2:27][CH2:28][CH2:29][CH2:30][CH3:31])[O:10][CH2:11][CH2:12][CH2:16][CH2:17][CH2:18][CH2:19][CH2:20][CH2:21]/[CH:22]=[CH:23]\[CH2:24]/[CH:25]=[CH:26]\[CH2:27][CH2:28][CH2:29][CH2:30][CH3:31])=[N+:2]=[N-:3], predict the reactants needed to synthesize it. The reactants are: [N:1]([CH2:4][CH:5]([OH:13])[CH:6]([O:10][CH2:11][CH3:12])[O:7][CH2:8][CH3:9])=[N+:2]=[N-:3].C(O)C[CH2:16][CH2:17][CH2:18][CH2:19][CH2:20][CH2:21]/[CH:22]=[CH:23]\[CH2:24]/[CH:25]=[CH:26]\[CH2:27][CH2:28][CH2:29][CH2:30][CH3:31]. (2) Given the product [C:1]([O:5][C:6]([N:8]([CH2:29][C:30]1[CH:35]=[CH:34][C:33]([O:36][CH3:37])=[CH:32][C:31]=1[O:38][CH3:39])[C:9]1[N:14]=[C:13]2[N:15]([CH2:23][CH3:24])[C:16]([C:18]([OH:20])=[O:19])=[CH:17][C:12]2=[C:11]2[N:25]([CH3:28])[CH:26]=[N:27][C:10]=12)=[O:7])([CH3:4])([CH3:3])[CH3:2], predict the reactants needed to synthesize it. The reactants are: [C:1]([O:5][C:6]([N:8]([CH2:29][C:30]1[CH:35]=[CH:34][C:33]([O:36][CH3:37])=[CH:32][C:31]=1[O:38][CH3:39])[C:9]1[N:14]=[C:13]2[N:15]([CH2:23][CH3:24])[C:16]([C:18]([O:20]CC)=[O:19])=[CH:17][C:12]2=[C:11]2[N:25]([CH3:28])[CH:26]=[N:27][C:10]=12)=[O:7])([CH3:4])([CH3:3])[CH3:2].[OH-].[Na+]. (3) Given the product [F:20][C:17]1[CH:16]=[CH:15][C:14]([N:9]2[C:10]3[CH:11]=[CH:12][CH:13]=[C:5]([C:3]([OH:4])=[O:2])[C:6]=3[CH:7]=[N:8]2)=[CH:19][CH:18]=1, predict the reactants needed to synthesize it. The reactants are: C[O:2][C:3]([C:5]1[C:6]2[CH:7]=[N:8][N:9]([C:14]3[CH:19]=[CH:18][C:17]([F:20])=[CH:16][CH:15]=3)[C:10]=2[CH:11]=[CH:12][CH:13]=1)=[O:4].[OH-].[Na+].Cl.